Dataset: Full USPTO retrosynthesis dataset with 1.9M reactions from patents (1976-2016). Task: Predict the reactants needed to synthesize the given product. (1) Given the product [CH2:1]([C:3]1[C:4](=[O:15])[NH:5][C:6]([CH3:14])=[C:7]([C:9]2[S:10][C:11]([CH:27]([OH:28])[C:22]3[CH:23]=[CH:24][CH:25]=[CH:26][N:21]=3)=[CH:12][CH:13]=2)[CH:8]=1)[CH3:2], predict the reactants needed to synthesize it. The reactants are: [CH2:1]([C:3]1[C:4](=[O:15])[NH:5][C:6]([CH3:14])=[C:7]([C:9]2[S:10][CH:11]=[CH:12][CH:13]=2)[CH:8]=1)[CH3:2].[Li]CCCC.[N:21]1[CH:26]=[CH:25][CH:24]=[CH:23][C:22]=1[CH:27]=[O:28]. (2) Given the product [C:1]1([C:14]([C:16]2[CH:21]=[CH:20][CH:19]=[CH:18][N:17]=2)([CH3:15])[CH3:8])[CH:6]=[CH:5][CH:4]=[CH:3][CH:2]=1, predict the reactants needed to synthesize it. The reactants are: [C:1]1([Li])[CH:6]=[CH:5][CH:4]=[CH:3][CH:2]=1.[C:8]1([CH:14]([C:16]2[CH:21]=[CH:20][CH:19]=[CH:18][N:17]=2)[CH3:15])C=CC=CC=1.IC.[Cl-].[NH4+].